From a dataset of Forward reaction prediction with 1.9M reactions from USPTO patents (1976-2016). Predict the product of the given reaction. (1) Given the reactants [C:1]([NH:4][C@@H:5]1[CH2:11][C@:10]2([C:20]3[CH:25]=[CH:24][CH:23]=[CH:22][CH:21]=3)[N:12](CC3C=CC=CC=3)[C@H:6]1[CH2:7][CH2:8][C@@:9]2([N:42]=[N+:43]=[N-:44])[O:26][CH2:27][C:28]1[CH:33]=[C:32]([C:34]([F:37])([F:36])[F:35])[CH:31]=[C:30]([C:38]([F:41])([F:40])[F:39])[CH:29]=1)(=[O:3])[CH3:2].C(O)(=O)C.[ClH:49], predict the reaction product. The product is: [ClH:49].[C:1]([NH:4][C@@H:5]1[CH2:11][C@:10]2([C:20]3[CH:25]=[CH:24][CH:23]=[CH:22][CH:21]=3)[NH:12][C@H:6]1[CH2:7][CH2:8][C@@:9]2([N:42]=[N+:43]=[N-:44])[O:26][CH2:27][C:28]1[CH:33]=[C:32]([C:34]([F:35])([F:36])[F:37])[CH:31]=[C:30]([C:38]([F:39])([F:40])[F:41])[CH:29]=1)(=[O:3])[CH3:2]. (2) Given the reactants [C:1]1([CH2:7][O:8][N:9]2[C:15](=[O:16])[N:14]3[CH2:17][C@H:10]2[CH2:11][CH2:12][C@H:13]3[C:18]([OH:20])=O)[CH:6]=[CH:5][CH:4]=[CH:3][CH:2]=1.CN(C1C=CC=CN=1)C.C(Cl)CCl.[NH2:34][C@H:35]1[CH2:39][CH2:38][N:37]([C:40]([O:42][C:43]([CH3:46])([CH3:45])[CH3:44])=[O:41])[CH2:36]1, predict the reaction product. The product is: [CH2:7]([O:8][N:9]1[C:15](=[O:16])[N:14]2[CH2:17][C@H:10]1[CH2:11][CH2:12][C@H:13]2[C:18]([NH:34][C@H:35]1[CH2:39][CH2:38][N:37]([C:40]([O:42][C:43]([CH3:46])([CH3:45])[CH3:44])=[O:41])[CH2:36]1)=[O:20])[C:1]1[CH:2]=[CH:3][CH:4]=[CH:5][CH:6]=1.